From a dataset of Catalyst prediction with 721,799 reactions and 888 catalyst types from USPTO. Predict which catalyst facilitates the given reaction. (1) Reactant: Cl.[NH2:2][C:3]1[CH:8]=[C:7]([O:9][CH3:10])[CH:6]=[CH:5][C:4]=1[SH:11].B(O)(O)O.[CH:16](O)=O. Product: [CH3:10][O:9][C:7]1[CH:6]=[CH:5][C:4]2[S:11][CH:16]=[N:2][C:3]=2[CH:8]=1. The catalyst class is: 6. (2) Reactant: [H-].[Na+].[I:3][C:4]1[CH:5]=[C:6]2[C:10](=[CH:11][CH:12]=1)[NH:9][C:8](=[O:13])[C:7]2([O:16][CH3:17])[O:14][CH3:15].Br[CH2:19][CH2:20][C:21]1[CH:26]=[CH:25][CH:24]=[CH:23][CH:22]=1.[Cl-].[NH4+]. Product: [I:3][C:4]1[CH:5]=[C:6]2[C:10](=[CH:11][CH:12]=1)[N:9]([CH2:19][CH2:20][C:21]1[CH:26]=[CH:25][CH:24]=[CH:23][CH:22]=1)[C:8](=[O:13])[C:7]2([O:16][CH3:17])[O:14][CH3:15]. The catalyst class is: 9. (3) Reactant: [Cl:1][O-].[Na+].Cl[C:5]1SC=C(Cl)[C:6]=1[CH2:11][C:12]1C=C[CH:19]=[CH:18][C:13]=1[C:14]([O:16][CH3:17])=[O:15].[CH3:22][C:23]([CH3:28])([CH3:27])[CH:24]=[N:25][OH:26].Cl[O-].Cl[CH2:32][Cl:33]. Product: [Cl:1][C:12]1[C:11]([CH:6]2[O:26][N:25]=[C:24]([C:23]([CH3:28])([CH3:27])[CH3:22])[CH2:5]2)=[C:32]([Cl:33])[CH:19]=[CH:18][C:13]=1[C:14]([O:16][CH3:17])=[O:15]. The catalyst class is: 6. (4) Reactant: C([O:3][C:4]([C:6]1[CH:14]=[C:13]2[C:9]([CH:10]=[CH:11][N:12]2[C:15]([O:17][C:18]([CH3:21])([CH3:20])[CH3:19])=[O:16])=[C:8]([CH2:22][CH2:23][C:24]([OH:27])([CH3:26])[CH3:25])[CH:7]=1)=O)C.[H-].C([Al+]CC(C)C)C(C)C. Product: [C:18]([O:17][C:15]([N:12]1[C:13]2[C:9](=[C:8]([CH2:22][CH2:23][C:24]([OH:27])([CH3:26])[CH3:25])[CH:7]=[C:6]([CH2:4][OH:3])[CH:14]=2)[CH:10]=[CH:11]1)=[O:16])([CH3:21])([CH3:20])[CH3:19]. The catalyst class is: 7. (5) Reactant: C(OC([N:8](COCC[Si](C)(C)C)[C:9]1[S:10][C@:11]2([C:34]([O:36][CH3:37])=[O:35])[C@H:13]([C@:14]([C:17]3[C:18]([F:33])=[N:19][CH:20]=[C:21]([NH:23][C:24](=[O:32])[C:25]4[CH:30]=[CH:29][C:28]([Cl:31])=[CH:27][N:26]=4)[CH:22]=3)([CH3:16])[N:15]=1)[CH2:12]2)=O)(C)(C)C.S(=O)(=O)(O)O.CCOC(C)=O. Product: [NH2:8][C:9]1[S:10][C@:11]2([C:34]([O:36][CH3:37])=[O:35])[C@H:13]([C@:14]([C:17]3[C:18]([F:33])=[N:19][CH:20]=[C:21]([NH:23][C:24](=[O:32])[C:25]4[CH:30]=[CH:29][C:28]([Cl:31])=[CH:27][N:26]=4)[CH:22]=3)([CH3:16])[N:15]=1)[CH2:12]2. The catalyst class is: 2. (6) Reactant: C([O:3][C:4](=[O:20])[CH2:5][C:6]1[C:14]([C:15]([O:17]CC)=[O:16])=[C:9]2[CH:10]=[CH:11][CH:12]=[CH:13][N:8]2[N:7]=1)C.[I-].N[N+]1C=CC=CC=1.O=C(CC(OCC)=O)CC(OCC)=O.[OH-].[Na+]. Product: [C:4]([CH2:5][C:6]1[C:14]([C:15]([OH:17])=[O:16])=[C:9]2[CH:10]=[CH:11][CH:12]=[CH:13][N:8]2[N:7]=1)([OH:20])=[O:3]. The catalyst class is: 1. (7) Reactant: [CH2:1]([N:8]1[CH:13]=[C:12]([N+:14]([O-:16])=[O:15])[C:11](=[O:17])[NH:10][C:9]1=[O:18])[C:2]1[CH:7]=[CH:6][CH:5]=[CH:4][CH:3]=1.[C:19]([O:22][C:23]([O-])=O)([O-])=[O:20].[K+].[K+].Br[CH2:29]C(OC)=O. Product: [CH2:1]([N:8]1[C:13]([CH3:29])=[C:12]([N+:14]([O-:16])=[O:15])[C:11](=[O:17])[N:10]([C:19]([O:22][CH3:23])=[O:20])[C:9]1=[O:18])[C:2]1[CH:3]=[CH:4][CH:5]=[CH:6][CH:7]=1. The catalyst class is: 58.